Predict the product of the given reaction. From a dataset of Forward reaction prediction with 1.9M reactions from USPTO patents (1976-2016). Given the reactants C[O:2][C:3]([C@H:5]1[C@H:9]([NH:10]C(OC(C)(C)C)=O)[CH2:8][N:7]([CH2:18][C:19]2[C:28]3[C:23](=[CH:24][CH:25]=[CH:26][CH:27]=3)[CH:22]=[CH:21][CH:20]=2)[CH2:6]1)=[O:4], predict the reaction product. The product is: [NH2:10][C@@H:9]1[CH2:8][N:7]([CH2:18][C:19]2[C:28]3[C:23](=[CH:24][CH:25]=[CH:26][CH:27]=3)[CH:22]=[CH:21][CH:20]=2)[CH2:6][C@H:5]1[C:3]([OH:4])=[O:2].